Task: Binary Classification. Given a miRNA mature sequence and a target amino acid sequence, predict their likelihood of interaction.. Dataset: Experimentally validated miRNA-target interactions with 360,000+ pairs, plus equal number of negative samples (1) The miRNA is cel-miR-252-5p with sequence AUAAGUAGUAGUGCCGCAGGUAA. The protein sequence of the target gene is MRIFIAFEGSFEPFDVSADETVEVVKLMIKDYFHIPLSEDKQGRRYLELMYAGAALKDSWSLADVGISFCSTLKCFVKEEDKPTLYVFNAVTQDTMPVMESISLLDKTVSDLRTLVTLRCGLPVSVYCLRTPRGLEMYDCNTLKDYQTDIGTTLRLDVWDGWKEFLMGCLLGQKLKVQRYLSKEGPVLKYQKRVALYIAAFCGYIELTEWALKQGARPHEAVGVHPYRAWCHEALHADVSKCPIHAAAEAGQLLILKAFVNYSVLCLECKNAAGQTPLTIVFKHKHKDCVLYLLSKMWST.... Result: 0 (no interaction). (2) The miRNA is hsa-miR-331-3p with sequence GCCCCUGGGCCUAUCCUAGAA. The protein sequence of the target gene is MGRNKKKKRDGDDRRPRLVLSFDEEKRREYLTGFHKRKVERKKAAIEEIKQRLKEEQRKLREERHQEYLKMLAEREEALEEADELDRLVTAKTESVQYDHPNHTVTVTTISDLDLSGARLLGLTPPEGGAGDRSEEEASSTEKPTKALPRKSRDPLLSQRISSLTASLHAHSRKKVKRKHPRRAQDSKKPPRAPRTSKAQRRRLTGKARHSGE. Result: 0 (no interaction). (3) The miRNA is cel-miR-87-3p with sequence GUGAGCAAAGUUUCAGGUGUGC. The protein sequence of the target gene is MIPWVLLACALPCAADPLLGAFARRDFRKGSPQLVCSLPGPQGPPGPPGAPGPSGMMGRMGFPGKDGQDGHDGDRGDSGEEGPPGRTGNRGKPGPKGKAGAIGRAGPRGPKGVNGTPGKHGTPGKKGPKGKKGEPGLPGPCSCGSGHTKSAFSVAVTKSYPRERLPIKFDKILMNEGGHYNASSGKFVCGVPGIYYFTYDITLANKHLAIGLVHNGQYRIRTFDANTGNHDVASGSTILALKQGDEVWLQIFYSEQNGLFYDPYWTDSLFTGFLIYADQDDPNEV. Result: 0 (no interaction). (4) The miRNA is hsa-miR-548bb-5p with sequence AAAAGUAACUAUGGUUUUUGCC. The protein sequence of the target gene is MAGISYVASFFLLLTKLSIGQREVTVQKGPLFRAEGYPVSIGCNVTGHQGPSEQHFQWSVYLPTNPTQEVQIISTKDAAFSYAVYTQRVRSGDVYVERVQGNSVLLHISKLQMKDAGEYECHTPNTDEKYYGSYSAKTNLIVIPDTLSATMSSQTLGKEEGEPLALTCEASKATAQHTHLSVTWYLTQDGGGSQATEIISLSKDFILVPGPLYTERFAASDVQLNKLGPTTFRLSIERLQSSDQGQLFCEATEWIQDPDETWMFITKKQTDQTTLRIQPAVKDFQVNITADSLFAEGKPL.... Result: 0 (no interaction).